From a dataset of Peptide-MHC class II binding affinity with 134,281 pairs from IEDB. Regression. Given a peptide amino acid sequence and an MHC pseudo amino acid sequence, predict their binding affinity value. This is MHC class II binding data. (1) The peptide sequence is CTNAKVTAKGVSEAN. The MHC is HLA-DPA10201-DPB10501 with pseudo-sequence HLA-DPA10201-DPB10501. The binding affinity (normalized) is 0.0598. (2) The peptide sequence is AFKVAATAYNAAPAN. The MHC is DRB1_0802 with pseudo-sequence DRB1_0802. The binding affinity (normalized) is 0.746.